This data is from Catalyst prediction with 721,799 reactions and 888 catalyst types from USPTO. The task is: Predict which catalyst facilitates the given reaction. (1) The catalyst class is: 5. Reactant: C([O:4][C:5]1[C:22]([I:23])=[CH:21][C:20]2[C@@H:19]3[C@H:10]([C@H:11]4[C@@:15]([CH2:17][CH2:18]3)([CH3:16])[C:14](=[O:24])[CH2:13][CH2:12]4)[C@@H:9]([O:25]C(=O)C)[CH2:8][C:7]=2[CH:6]=1)(=O)C.C[O-].[Na+]. Product: [OH:4][C:5]1[C:22]([I:23])=[CH:21][C:20]2[C@@H:19]3[C@H:10]([C@H:11]4[C@@:15]([CH2:17][CH2:18]3)([CH3:16])[C:14](=[O:24])[CH2:13][CH2:12]4)[C@@H:9]([OH:25])[CH2:8][C:7]=2[CH:6]=1. (2) Reactant: O[C:2]1[CH:11]=[CH:10][C:9]2[C:4](=C[C:6]([OH:12])=[CH:7][CH:8]=2)[CH:3]=1.CS(O)(=O)=[O:15]. Product: [O:15]1[C:4]2[C:9](=[CH:10][CH:11]=[CH:2][CH:3]=2)[CH:8]=[CH:7][C:6]1=[O:12]. The catalyst class is: 27. (3) Reactant: [Cl:1][C:2]1[CH:7]=[CH:6][C:5]([CH2:8][NH2:9])=[CH:4][CH:3]=1.[Cl:10][C:11]1[CH:16]=[CH:15][CH:14]=[CH:13][C:12]=1[CH2:17][N:18]1[C:23](=[O:24])[C:22]([C:25]([NH:27][CH2:28][C:29]([O:31]CC)=[O:30])=[O:26])=[C:21]([OH:34])[C:20]([C:35](OC)=[O:36])=[C:19]1[OH:39]. Product: [Cl:10][C:11]1[CH:16]=[CH:15][CH:14]=[CH:13][C:12]=1[CH2:17][N:18]1[C:19]([OH:39])=[C:20]([C:35]([NH:9][CH2:8][C:5]2[CH:6]=[CH:7][C:2]([Cl:1])=[CH:3][CH:4]=2)=[O:36])[C:21]([OH:34])=[C:22]([C:25]([NH:27][CH2:28][C:29]([OH:31])=[O:30])=[O:26])[C:23]1=[O:24]. The catalyst class is: 22. (4) Reactant: [C:1]1(=O)[CH2:4][CH2:3][CH2:2]1.[CH3:6][NH:7][C:8]([C:10]1[CH:11]=[N:12][C:13]([CH2:16][C:17]2[CH:27]=[CH:26][C:20]3[CH2:21][CH2:22][NH:23][CH2:24][CH2:25][C:19]=3[CH:18]=2)=[CH:14][CH:15]=1)=[O:9].C(O[BH-](OC(=O)C)OC(=O)C)(=O)C.[Na+]. Product: [CH:1]1([N:23]2[CH2:22][CH2:21][C:20]3[CH:26]=[CH:27][C:17]([CH2:16][C:13]4[N:12]=[CH:11][C:10]([C:8]([NH:7][CH3:6])=[O:9])=[CH:15][CH:14]=4)=[CH:18][C:19]=3[CH2:25][CH2:24]2)[CH2:4][CH2:3][CH2:2]1. The catalyst class is: 411. (5) Reactant: [N+:1]([C:4]1[CH:12]=[C:11]2[C:7]([CH:8]=[CH:9][NH:10]2)=[CH:6][CH:5]=1)([O-:3])=[O:2].C([Li])CCC.Cl[Si:19]([CH:26]([CH3:28])[CH3:27])([CH:23]([CH3:25])[CH3:24])[CH:20]([CH3:22])[CH3:21]. Product: [N+:1]([C:4]1[CH:12]=[C:11]2[C:7]([CH:8]=[CH:9][N:10]2[Si:19]([CH:26]([CH3:28])[CH3:27])([CH:23]([CH3:25])[CH3:24])[CH:20]([CH3:22])[CH3:21])=[CH:6][CH:5]=1)([O-:3])=[O:2]. The catalyst class is: 7. (6) Reactant: [Cl:1][C:2]1[C:11]2[C:6](=[CH:7][C:8](F)=[CH:9][CH:10]=2)[C:5]([O:13][CH3:14])=[CH:4][N:3]=1.[CH3:15][CH2:16][O-:17].[Na+]. Product: [Cl:1][C:2]1[C:11]2[C:6](=[CH:7][C:8]([O:17][CH2:16][CH3:15])=[CH:9][CH:10]=2)[C:5]([O:13][CH3:14])=[CH:4][N:3]=1. The catalyst class is: 197. (7) Reactant: [N+:1]([C:4]1[CH:5]=[C:6]([NH:10][C:11](=[O:22])[C:12]2[CH:17]=[CH:16][CH:15]=[C:14]([C:18]([F:21])([F:20])[F:19])[CH:13]=2)[CH:7]=[CH:8][CH:9]=1)([O-])=O.S(S([O-])=O)([O-])=O.[Na+].[Na+]. Product: [NH2:1][C:4]1[CH:5]=[C:6]([NH:10][C:11](=[O:22])[C:12]2[CH:17]=[CH:16][CH:15]=[C:14]([C:18]([F:19])([F:20])[F:21])[CH:13]=2)[CH:7]=[CH:8][CH:9]=1. The catalyst class is: 30. (8) Reactant: [Br:1][C:2]1[CH:7]=[CH:6][C:5]([C:8]2(O)[CH2:11][CH:10]([CH:12]([CH3:14])[CH3:13])[CH2:9]2)=[C:4]([Cl:16])[CH:3]=1.FC(F)(F)S([O-])(=O)=O.FC1C([NH3+])=C(F)C(F)=C(F)C=1F. Product: [Br:1][C:2]1[CH:7]=[CH:6][C:5]([C:8]2[CH2:11][CH:10]([CH:12]([CH3:13])[CH3:14])[CH:9]=2)=[C:4]([Cl:16])[CH:3]=1. The catalyst class is: 11. (9) Reactant: [CH3:13][C:12]([O:11][C:9](O[C:9]([O:11][C:12]([CH3:15])([CH3:14])[CH3:13])=[O:10])=[O:10])([CH3:15])[CH3:14].[NH:16]1[CH2:21][CH2:20][NH:19][CH2:18][C:17]1=[O:22]. Product: [O:22]=[C:17]1[NH:16][CH2:21][CH2:20][N:19]([C:9]([O:11][C:12]([CH3:13])([CH3:14])[CH3:15])=[O:10])[CH2:18]1. The catalyst class is: 4. (10) Reactant: [Cl:1][C:2]1[CH:7]=[CH:6][C:5]([NH:8][CH2:9][C:10]2[NH:11][CH:12]=[CH:13][N:14]=2)=[CH:4][C:3]=1[O:15][CH3:16].C=O.[C:19]([BH3-])#N.[Na+]. Product: [Cl:1][C:2]1[CH:7]=[CH:6][C:5]([N:8]([CH2:9][C:10]2[NH:14][CH:13]=[CH:12][N:11]=2)[CH3:19])=[CH:4][C:3]=1[O:15][CH3:16]. The catalyst class is: 10.